Dataset: Forward reaction prediction with 1.9M reactions from USPTO patents (1976-2016). Task: Predict the product of the given reaction. (1) The product is: [OH:22][C@@H:4]([CH2:3][C@@H:2]([CH3:1])[CH2:29][CH2:30][CH2:31][CH3:32])/[CH:5]=[CH:6]/[C@H:7]1[CH2:11][CH2:10][C:9](=[O:12])[C@@H:8]1[CH2:13][CH2:14][CH2:15][CH2:16]/[CH:17]=[CH:18]/[C:19]([OH:21])=[O:20]. Given the reactants [CH3:1][C@@H:2]([CH2:29][CH2:30][CH2:31][CH3:32])[CH2:3][C@H:4]([O:22]C1CCCCO1)/[CH:5]=[CH:6]/[C@H:7]1[CH2:11][CH2:10][C:9](=[O:12])[C@@H:8]1[CH2:13][CH2:14][CH2:15][CH2:16]/[CH:17]=[CH:18]/[C:19]([OH:21])=[O:20].C(O)(=O)C.O1CCCC1.O, predict the reaction product. (2) Given the reactants [N:1]1[S:5][N:4]=[C:3]2[C:6]([NH2:10])=[CH:7][CH:8]=[CH:9][C:2]=12.[CH3:11][N:12]([CH3:26])[C:13]1([C:20]2[CH:25]=[CH:24][CH:23]=[CH:22][CH:21]=2)[CH2:18][CH2:17][C:16](=O)[CH2:15][CH2:14]1.C(O)(=O)C.C(O[BH-](OC(=O)C)OC(=O)C)(=O)C.[Na+].[Cl:45]CCCl, predict the reaction product. The product is: [N:1]1[S:5][N:4]=[C:3]2[C:6]([NH:10][CH:16]3[CH2:15][CH2:14][C:13]([C:20]4[CH:21]=[CH:22][CH:23]=[CH:24][CH:25]=4)([N:12]([CH3:26])[CH3:11])[CH2:18][CH2:17]3)=[CH:7][CH:8]=[CH:9][C:2]=12.[ClH:45].[ClH:45].[N:1]1[S:5][N:4]=[C:3]2[C:6]([NH:10][CH:16]3[CH2:15][CH2:14][C:13]([C:20]4[CH:21]=[CH:22][CH:23]=[CH:24][CH:25]=4)([N:12]([CH3:26])[CH3:11])[CH2:18][CH2:17]3)=[CH:7][CH:8]=[CH:9][C:2]=12. (3) Given the reactants [C:1]1([S:7]([C:10]2[CH:18]=[CH:17][C:16]3[N:15]([CH3:19])[C:14]4[CH2:20][CH:21]5[NH:25][CH:24]([C:13]=4[C:12]=3[C:11]=2C(OC(C)(C)C)=O)[CH2:23][CH2:22]5)(=[O:9])=[O:8])[CH:6]=[CH:5][CH:4]=[CH:3][CH:2]=1.[Cl:33]CCl.Cl, predict the reaction product. The product is: [ClH:33].[C:1]1([S:7]([C:10]2[CH:11]=[C:12]3[C:16](=[CH:17][CH:18]=2)[N:15]([CH3:19])[C:14]2[CH2:20][CH:21]4[NH:25][CH:24]([C:13]3=2)[CH2:23][CH2:22]4)(=[O:8])=[O:9])[CH:2]=[CH:3][CH:4]=[CH:5][CH:6]=1. (4) Given the reactants C(N(C(C)C)CC)(C)C.[Br:10][C:11]1[CH:12]=[C:13]2[C:18](=[CH:19][CH:20]=1)[N:17]=[C:16]([O:21][CH3:22])[C:15]([CH2:23]Br)=[C:14]2[Cl:25].Cl.[F:27][C:28]([F:36])([F:35])[CH:29]1[CH2:34][CH2:33][NH:32][CH2:31][CH2:30]1, predict the reaction product. The product is: [Br:10][C:11]1[CH:12]=[C:13]2[C:18](=[CH:19][CH:20]=1)[N:17]=[C:16]([O:21][CH3:22])[C:15]([CH2:23][N:32]1[CH2:33][CH2:34][CH:29]([C:28]([F:36])([F:35])[F:27])[CH2:30][CH2:31]1)=[C:14]2[Cl:25]. (5) Given the reactants [CH2:1]([O:8][C:9]1[CH:10]=[C:11]([C:15]2[NH:16][C:17]3[C:22]([CH:23]=2)=[CH:21][CH:20]=[C:19]([Cl:24])[CH:18]=3)[CH:12]=[N:13][CH:14]=1)[C:2]1[CH:7]=[CH:6][CH:5]=[CH:4][CH:3]=1.[C:25](=O)(OC)OC.C(=O)([O-])[O-].[K+].[K+].CN(C=O)C, predict the reaction product. The product is: [CH2:1]([O:8][C:9]1[CH:10]=[C:11]([C:15]2[N:16]([CH3:25])[C:17]3[C:22]([CH:23]=2)=[CH:21][CH:20]=[C:19]([Cl:24])[CH:18]=3)[CH:12]=[N:13][CH:14]=1)[C:2]1[CH:3]=[CH:4][CH:5]=[CH:6][CH:7]=1. (6) Given the reactants [ClH:1].C[O:3][C:4]1[CH:5]=[CH:6][C:7]2[CH:8]3[CH2:16][CH:12]([CH2:13][C:14]=2[CH:15]=1)[CH2:11][NH:10][CH2:9]3.Br.[NH4+].[OH-], predict the reaction product. The product is: [ClH:1].[CH:8]12[CH2:16][CH:12]([CH2:11][NH:10][CH2:9]1)[CH2:13][C:14]1[CH:15]=[C:4]([OH:3])[CH:5]=[CH:6][C:7]2=1.